Dataset: Full USPTO retrosynthesis dataset with 1.9M reactions from patents (1976-2016). Task: Predict the reactants needed to synthesize the given product. The reactants are: CC1C=CC(S([O:11][CH2:12][CH2:13][O:14][CH:15]2[CH2:20][CH2:19][N:18](C(OCC3C=CC=CC=3)=O)[CH2:17][CH2:16]2)(=O)=O)=CC=1.[O:31]1[CH2:36][CH2:35][O:34][CH2:33][CH:32]1[CH2:37]O. Given the product [O:31]1[CH2:36][CH2:35][O:34][CH2:33][CH:32]1[CH2:37][O:11][CH2:12][CH2:13][O:14][CH:15]1[CH2:16][CH2:17][NH:18][CH2:19][CH2:20]1, predict the reactants needed to synthesize it.